Predict the reaction yield, written as a fraction of the theoretical maximum amount of product (1.0 means a 100% yield; for example, 0.34 means a 34% yield). From a dataset of Reaction yield outcomes from USPTO patents with 853,638 reactions. (1) The reactants are [CH2:1]([N:8]1[CH2:12][CH:11]([C:13]2[CH:18]=[CH:17][C:16]([Cl:19])=[C:15]([Cl:20])[CH:14]=2)[CH:10]([CH:21]([OH:31])[CH2:22][O:23][Si:24]([C:27]([CH3:30])([CH3:29])[CH3:28])([CH3:26])[CH3:25])[CH2:9]1)[C:2]1[CH:7]=[CH:6][CH:5]=[CH:4][CH:3]=1.C1C=CC(P(C2C=CC=CC=2)C2C=CC=CC=2)=CC=1.[Cl:51][C:52]1[CH:53]=[CH:54][C:55](O)=[N:56][CH:57]=1.C1C=CC(COC(/N=N/C(OCC2C=CC=CC=2)=O)=O)=CC=1. The catalyst is C1COCC1.C(OCC)(=O)C. The product is [CH2:1]([N:8]1[CH2:12][CH:11]([C:13]2[CH:18]=[CH:17][C:16]([Cl:19])=[C:15]([Cl:20])[CH:14]=2)[CH:10]([CH:21]([O:31][C:55]2[CH:54]=[CH:53][C:52]([Cl:51])=[CH:57][N:56]=2)[CH2:22][O:23][Si:24]([C:27]([CH3:28])([CH3:30])[CH3:29])([CH3:26])[CH3:25])[CH2:9]1)[C:2]1[CH:7]=[CH:6][CH:5]=[CH:4][CH:3]=1. The yield is 0.440. (2) The reactants are [C:1]([C:4]1[CH:5]=[N:6][C:7]2[C:12]([C:13]=1[NH:14][C:15]1[CH:16]=[CH:17][C:18]([N:21]3[CH2:26][CH2:25][CH2:24][C@@H:23]([NH:27][C:28](=[O:34])[O:29][C:30]([CH3:33])([CH3:32])[CH3:31])[CH2:22]3)=[N:19][CH:20]=1)=[N:11][C:10](Cl)=[CH:9][CH:8]=2)(=[O:3])[CH3:2].[Cl:36][C:37]1[CH:42]=[C:41](B2OC(C)(C)C(C)(C)O2)[CH:40]=[C:39]([Cl:52])[C:38]=1[OH:53]. No catalyst specified. The product is [C:1]([C:4]1[CH:5]=[N:6][C:7]2[C:12]([C:13]=1[NH:14][C:15]1[CH:16]=[CH:17][C:18]([N:21]3[CH2:26][CH2:25][CH2:24][C@@H:23]([NH:27][C:28](=[O:34])[O:29][C:30]([CH3:33])([CH3:32])[CH3:31])[CH2:22]3)=[N:19][CH:20]=1)=[N:11][C:10]([C:41]1[CH:40]=[C:39]([Cl:52])[C:38]([OH:53])=[C:37]([Cl:36])[CH:42]=1)=[CH:9][CH:8]=2)(=[O:3])[CH3:2]. The yield is 0.850. (3) The reactants are [CH3:1][CH:2]1[O:7][CH:6]([CH3:8])[CH2:5][N:4]([C:9]2[CH:10]=[N:11][C:12]([N+:15]([O-])=O)=[CH:13][CH:14]=2)[CH2:3]1. The catalyst is C1COCC1.[Ni]. The product is [CH3:1][CH:2]1[O:7][CH:6]([CH3:8])[CH2:5][N:4]([C:9]2[CH:14]=[CH:13][C:12]([NH2:15])=[N:11][CH:10]=2)[CH2:3]1. The yield is 0.874.